Dataset: Peptide-MHC class II binding affinity with 134,281 pairs from IEDB. Task: Regression. Given a peptide amino acid sequence and an MHC pseudo amino acid sequence, predict their binding affinity value. This is MHC class II binding data. (1) The peptide sequence is EKKYFAATQIEPLAA. The MHC is HLA-DQA10501-DQB10201 with pseudo-sequence HLA-DQA10501-DQB10201. The binding affinity (normalized) is 0.718. (2) The peptide sequence is FVAGAKYMVIQGEPG. The MHC is DRB3_0101 with pseudo-sequence DRB3_0101. The binding affinity (normalized) is 0.154. (3) The peptide sequence is NFGKRELKCGDGIFI. The MHC is HLA-DQA10201-DQB10303 with pseudo-sequence HLA-DQA10201-DQB10303. The binding affinity (normalized) is 0. (4) The peptide sequence is NDVSTYASGKVWGQK. The MHC is DRB1_1101 with pseudo-sequence DRB1_1101. The binding affinity (normalized) is 0.455. (5) The peptide sequence is VLSYVIGLLPQDMVI. The MHC is H-2-IAb with pseudo-sequence H-2-IAb. The binding affinity (normalized) is 0.138.